Dataset: Catalyst prediction with 721,799 reactions and 888 catalyst types from USPTO. Task: Predict which catalyst facilitates the given reaction. (1) Reactant: [C:1]([O:5][C:6](=[O:33])[NH:7][CH2:8][C@H:9]([N:11]1[C:19]2[C:14](=[CH:15][C:16]([Br:21])=[C:17]([CH3:20])[CH:18]=2)[CH:13]=[C:12]1[CH:22](C(C)(C)C(C)C)O[SiH](C)C)[CH3:10])([CH3:4])([CH3:3])[CH3:2].[F-].[NH4+]. Product: [C:1]([O:5][C:6]([N:7]1[CH2:8][C@@H:9]([CH3:10])[N:11]2[C:19]3[CH:18]=[C:17]([CH3:20])[C:16]([Br:21])=[CH:15][C:14]=3[CH:13]=[C:12]2[CH2:22]1)=[O:33])([CH3:4])([CH3:3])[CH3:2]. The catalyst class is: 5. (2) Reactant: [Cl:1][C:2]1[C:3]([F:31])=[C:4]([CH:8]2[C:12]([C:15]3[CH:20]=[CH:19][C:18]([Cl:21])=[CH:17][C:16]=3[F:22])([C:13]#[N:14])[CH:11]([CH2:23][C:24]([CH3:27])([CH3:26])[CH3:25])[NH:10][CH:9]2[C:28](O)=[O:29])[CH:5]=[CH:6][CH:7]=1.CN(C(ON1N=NC2C=CC=NC1=2)=[N+](C)C)C.F[P-](F)(F)(F)(F)F.CCN(C(C)C)C(C)C.[Cl:65][C:66]1[CH:67]=[C:68]([CH:70]=[CH:71][CH:72]=1)[NH2:69]. Product: [Cl:65][C:66]1[CH:67]=[C:68]([NH:69][C:28]([CH:9]2[CH:8]([C:4]3[CH:5]=[CH:6][CH:7]=[C:2]([Cl:1])[C:3]=3[F:31])[C:12]([C:15]3[CH:20]=[CH:19][C:18]([Cl:21])=[CH:17][C:16]=3[F:22])([C:13]#[N:14])[CH:11]([CH2:23][C:24]([CH3:27])([CH3:26])[CH3:25])[NH:10]2)=[O:29])[CH:70]=[CH:71][CH:72]=1. The catalyst class is: 2. (3) Reactant: [Br-].Cl[C:3]1[C:8]2=[C:9]([CH2:12][N+:13]([CH2:18][CH3:19])([CH2:16][CH3:17])CC)[CH:10]=[CH:11][N:7]2[N:6]=[CH:5][N:4]=1.[C:20]1([C@H:26]([NH2:28])[CH3:27])[CH:25]=[CH:24][CH:23]=[CH:22][CH:21]=1.C[CH2:30][N:31](C(C)C)C(C)C.N1CCC(NC(=O)OC(C)(C)C)CC1.C(O)(C(F)(F)F)=O. Product: [NH2:31][CH:30]1[CH2:17][CH2:16][N:13]([CH2:12][C:9]2[CH:10]=[CH:11][N:7]3[C:8]=2[C:3]([NH:28][C@@H:26]([C:20]2[CH:25]=[CH:24][CH:23]=[CH:22][CH:21]=2)[CH3:27])=[N:4][CH:5]=[N:6]3)[CH2:18][CH2:19]1. The catalyst class is: 44. (4) Reactant: [CH3:1][O:2][C:3]1[CH:4]=[C:5]2[C:10](=[CH:11][C:12]=1[O:13][CH3:14])[N:9]=[CH:8][CH:7]=[C:6]2[O:15][C:16]1[C:17]([C:23]([C:25]2[CH:30]=[CH:29][CH:28]=[CH:27][CH:26]=2)=[O:24])=[N:18][C:19]([CH3:22])=[CH:20][CH:21]=1.[BH4-].[Na+]. Product: [CH3:1][O:2][C:3]1[CH:4]=[C:5]2[C:10](=[CH:11][C:12]=1[O:13][CH3:14])[N:9]=[CH:8][CH:7]=[C:6]2[O:15][C:16]1[C:17]([CH:23]([C:25]2[CH:30]=[CH:29][CH:28]=[CH:27][CH:26]=2)[OH:24])=[N:18][C:19]([CH3:22])=[CH:20][CH:21]=1. The catalyst class is: 5. (5) Product: [Br:1][C:2]1[CH:3]=[C:4]([CH:13]([CH:20]2[CH2:25][CH2:24][CH2:23][CH2:22][CH2:21]2)[OH:14])[C:5]2[O:9][CH2:8][C:7]([CH3:11])([CH3:10])[C:6]=2[CH:12]=1. Reactant: [Br:1][C:2]1[CH:3]=[C:4]([CH:13]=[O:14])[C:5]2[O:9][CH2:8][C:7]([CH3:11])([CH3:10])[C:6]=2[CH:12]=1.C(OCC)C.[CH:20]1([Mg]Cl)[CH2:25][CH2:24][CH2:23][CH2:22][CH2:21]1.C(OCC)(=O)C. The catalyst class is: 81.